From a dataset of Full USPTO retrosynthesis dataset with 1.9M reactions from patents (1976-2016). Predict the reactants needed to synthesize the given product. (1) Given the product [CH3:11][O:12][C:13]1[CH:14]=[CH:15][C:16]([CH2:17][S:18][C:19]2[NH:23][C:22]([CH:24]([C:25]3[CH:26]=[CH:35][CH:42]=[C:41]4[C:1]=3[CH:2]=[CH:44][CH:43]=[N:40]4)[CH3:7])=[CH:21][N:20]=2)=[CH:36][CH:37]=1, predict the reactants needed to synthesize it. The reactants are: [C:1](Cl)(=O)[C:2](Cl)=O.[CH3:7]S(C)=O.[CH3:11][O:12][C:13]1[CH:37]=[CH:36][C:16]([CH2:17][S:18][C:19]2[NH:23][CH:22]([CH2:24][CH2:25][C:26]3[CH:35]=CC=C4C=3C=CC=N4)[CH2:21][N:20]=2)=[CH:15][CH:14]=1.C([N:40]([CH2:43][CH3:44])[CH2:41][CH3:42])C. (2) The reactants are: Cl[C:2]1[CH:7]=[C:6]([Cl:8])[CH:5]=[CH:4][C:3]=1/[C:9](=[N:19]/[OH:20])/[CH:10]1[CH2:15][CH2:14][N:13]([C:16](=[O:18])[CH3:17])[CH2:12][CH2:11]1.CC(C)([O-])C.[K+]. Given the product [Cl:8][C:6]1[CH:5]=[CH:4][C:3]2[C:9]([CH:10]3[CH2:15][CH2:14][N:13]([C:16](=[O:18])[CH3:17])[CH2:12][CH2:11]3)=[N:19][O:20][C:2]=2[CH:7]=1, predict the reactants needed to synthesize it. (3) Given the product [CH3:57][C:52]1[CH:53]=[N:54][CH:55]=[CH:56][C:51]=1[NH:50][C:16]([C:7]1[C:8](=[O:15])[NH:9][C:10]2[C:5]([CH:6]=1)=[CH:4][C:3]([O:2][CH3:1])=[C:12]([O:13][CH3:14])[CH:11]=2)=[O:18], predict the reactants needed to synthesize it. The reactants are: [CH3:1][O:2][C:3]1[CH:4]=[C:5]2[C:10](=[CH:11][C:12]=1[O:13][CH3:14])[NH:9][C:8](=[O:15])[C:7]([C:16]([OH:18])=O)=[CH:6]2.CN(C(ON1N=NC2C=CC=NC1=2)=[N+](C)C)C.F[P-](F)(F)(F)(F)F.C(N(CC)CC)C.[NH2:50][C:51]1[CH:56]=[CH:55][N:54]=[CH:53][C:52]=1[CH3:57].C(=O)(O)[O-].[Na+]. (4) Given the product [O:3]1[C:7]2[CH:8]=[CH:9][C:10]([C:12](=[O:14])[CH2:13][C:19]([C:18]3[CH:23]=[CH:24][CH:25]=[C:16]([Br:15])[CH:17]=3)=[O:20])=[CH:11][C:6]=2[O:5][CH2:4]1, predict the reactants needed to synthesize it. The reactants are: [H-].[Na+].[O:3]1[C:7]2[CH:8]=[CH:9][C:10]([C:12](=[O:14])[CH3:13])=[CH:11][C:6]=2[O:5][CH2:4]1.[Br:15][C:16]1[CH:17]=[C:18]([CH:23]=[CH:24][CH:25]=1)[C:19](OC)=[O:20].[H][H]. (5) Given the product [Br:8][C:9]1[CH:10]=[CH:11][C:12]2[C:13]3[N:20]([CH2:21][C@H:22]4[CH2:26][O:25][C:24]([CH3:28])([CH3:27])[O:23]4)[C:2]([CH2:1][O:3][CH2:4][CH3:5])=[N:19][C:14]=3[CH:15]=[N:16][C:17]=2[CH:18]=1, predict the reactants needed to synthesize it. The reactants are: [CH2:1]([O:3][CH2:4][C:5](Cl)=O)[CH3:2].[Br:8][C:9]1[CH:18]=[C:17]2[C:12]([C:13]([NH:20][CH2:21][C@H:22]3[CH2:26][O:25][C:24]([CH3:28])([CH3:27])[O:23]3)=[C:14]([NH2:19])[CH:15]=[N:16]2)=[CH:11][CH:10]=1.C(N(CC)CC)C. (6) Given the product [CH3:1][O:27][C:26]([C@@H:18]1[CH2:19][C:20]2[C:25](=[CH:24][CH:23]=[CH:22][CH:21]=2)[N:17]1[S:42]([C:39]1[CH:40]=[CH:41][C:36]([C:33]2[CH:34]=[CH:35][C:30]([F:29])=[CH:31][CH:32]=2)=[CH:37][CH:38]=1)(=[O:44])=[O:43])=[O:28], predict the reactants needed to synthesize it. The reactants are: [CH3:1]C(OC(=O)C1C=CC=CC=1OCCN)C.[NH:17]1[C:25]2[C:20](=[CH:21][CH:22]=[CH:23][CH:24]=2)[CH2:19][C@H:18]1[C:26]([OH:28])=[O:27].[F:29][C:30]1[CH:35]=[CH:34][C:33]([C:36]2[CH:41]=[CH:40][C:39]([S:42](Cl)(=[O:44])=[O:43])=[CH:38][CH:37]=2)=[CH:32][CH:31]=1.CN1CCOCC1.